This data is from Full USPTO retrosynthesis dataset with 1.9M reactions from patents (1976-2016). The task is: Predict the reactants needed to synthesize the given product. (1) Given the product [Br:1][C:2]1[CH:3]=[C:4]([N:9]([CH2:14][CH2:15][CH3:16])[CH2:10][C:11]([N:22]([CH3:23])[CH3:21])=[O:13])[S:5][C:6]=1[C:7]#[N:8], predict the reactants needed to synthesize it. The reactants are: [Br:1][C:2]1[CH:3]=[C:4]([N:9]([CH2:14][CH2:15][CH3:16])[CH2:10][C:11]([OH:13])=O)[S:5][C:6]=1[C:7]#[N:8].S(Cl)(Cl)=O.[CH3:21][NH:22][CH3:23].O. (2) Given the product [OH:24][CH2:23][CH2:22][N:19]([CH2:20][CH2:21][I:18])[C:2]1[C:10]([N+:11]([O-:13])=[O:12])=[CH:9][C:8]([N+:14]([O-:16])=[O:15])=[CH:7][C:3]=1[C:4]([NH2:6])=[O:5], predict the reactants needed to synthesize it. The reactants are: Cl[C:2]1[C:10]([N+:11]([O-:13])=[O:12])=[CH:9][C:8]([N+:14]([O-:16])=[O:15])=[CH:7][C:3]=1[C:4]([NH2:6])=[O:5].[Na+].[I-:18].[N:19]1([CH2:22][CH2:23][OH:24])[CH2:21][CH2:20]1.O. (3) Given the product [C:14]([O:13][C:11]([N:25]1[CH2:24][CH2:23][N:22]([C:26]2[CH:31]=[CH:30][C:29]([N+:32]([O-:34])=[O:33])=[CH:28][C:27]=2[F:35])[CH2:21][CH:20]1[CH2:18][CH3:19])=[O:12])([CH3:15])([CH3:16])[CH3:17], predict the reactants needed to synthesize it. The reactants are: [OH-].[Na+].[C:11](O[C:11]([O:13][C:14]([CH3:17])([CH3:16])[CH3:15])=[O:12])([O:13][C:14]([CH3:17])([CH3:16])[CH3:15])=[O:12].[CH2:18]([CH:20]1[NH:25][CH2:24][CH2:23][N:22]([C:26]2[CH:31]=[CH:30][C:29]([N+:32]([O-:34])=[O:33])=[CH:28][C:27]=2[F:35])[CH2:21]1)[CH3:19].O.